This data is from Full USPTO retrosynthesis dataset with 1.9M reactions from patents (1976-2016). The task is: Predict the reactants needed to synthesize the given product. Given the product [O:27]1[C:28]2[CH:29]=[CH:12][C:13]([C:2]3[N:7]4[N:8]=[CH:9][CH:10]=[C:6]4[N:5]=[C:4]([NH:11][C:12](=[O:23])[C:13]4[CH:18]=[CH:17][C:16]([C:19]([OH:22])([CH3:21])[CH3:20])=[CH:15][CH:14]=4)[CH:3]=3)=[CH:14][C:15]=2[CH2:25][CH2:26]1, predict the reactants needed to synthesize it. The reactants are: Cl[C:2]1[N:7]2[N:8]=[CH:9][CH:10]=[C:6]2[N:5]=[C:4]([NH:11][C:12](=[O:23])[C:13]2[CH:18]=[CH:17][C:16]([C:19]([OH:22])([CH3:21])[CH3:20])=[CH:15][CH:14]=2)[CH:3]=1.O1[CH2:29][CH2:28][O:27][CH2:26][CH2:25]1.